Predict which catalyst facilitates the given reaction. From a dataset of Catalyst prediction with 721,799 reactions and 888 catalyst types from USPTO. (1) Reactant: [CH:1]1([C@@:4]23[C@@:15]([C:17]#[C:18][C:19]4[CH:24]=[CH:23][CH:22]=[CH:21][C:20]=4[CH:25]([OH:30])[C:26]([O:28][CH3:29])=[O:27])([OH:16])[CH2:14][CH2:13][C:12]2=[CH:11][C:10]2[N:9]([C:31]4[CH:36]=[CH:35][C:34]([F:37])=[CH:33][CH:32]=4)[N:8]=[CH:7][C:6]=2[CH2:5]3)[CH2:3][CH2:2]1. Product: [CH:1]1([C@@:4]23[C@:15]([CH2:17][CH2:18][C:19]4[CH:24]=[CH:23][CH:22]=[CH:21][C:20]=4[CH:25]([OH:30])[C:26]([O:28][CH3:29])=[O:27])([OH:16])[CH2:14][CH2:13][C:12]2=[CH:11][C:10]2[N:9]([C:31]4[CH:36]=[CH:35][C:34]([F:37])=[CH:33][CH:32]=4)[N:8]=[CH:7][C:6]=2[CH2:5]3)[CH2:2][CH2:3]1. The catalyst class is: 591. (2) Reactant: [NH2:1][C:2]1[N:7]=[CH:6][C:5]([C:8]2[CH:17]=[CH:16][C:11]([C:12]([NH:14][CH3:15])=[O:13])=[C:10]([F:18])[CH:9]=2)=[CH:4][N:3]=1.Cl[CH2:20][CH:21]=O. Product: [F:18][C:10]1[CH:9]=[C:8]([C:5]2[CH:4]=[N:3][C:2]3[N:7]([CH:20]=[CH:21][N:1]=3)[CH:6]=2)[CH:17]=[CH:16][C:11]=1[C:12]([NH:14][CH3:15])=[O:13]. The catalyst class is: 32. (3) Reactant: [CH3:1][O:2][C:3]1[CH:4]=[C:5]([CH:19]=[CH:20][CH:21]=1)[CH2:6][CH:7]1[C:11]2[NH:12][C:13]([C:15]([O:17]C)=[O:16])=[CH:14][C:10]=2[CH2:9][CH2:8]1.[OH-].[Li+].CO. Product: [CH3:1][O:2][C:3]1[CH:4]=[C:5]([CH:19]=[CH:20][CH:21]=1)[CH2:6][CH:7]1[C:11]2[NH:12][C:13]([C:15]([OH:17])=[O:16])=[CH:14][C:10]=2[CH2:9][CH2:8]1. The catalyst class is: 1. (4) Reactant: [F:1][C:2]1[C:3]([N:12]2[CH2:17][CH2:16][O:15][CH2:14][CH2:13]2)=[N:4][C:5]([C:8](OC)=[O:9])=[N:6][CH:7]=1.CC(C[AlH]CC(C)C)C. Product: [F:1][C:2]1[C:3]([N:12]2[CH2:17][CH2:16][O:15][CH2:14][CH2:13]2)=[N:4][C:5]([CH:8]=[O:9])=[N:6][CH:7]=1. The catalyst class is: 1. (5) Reactant: [Br:1][C:2]1[C:3]([N:9]2[CH2:14][CH2:13][N:12]([CH3:15])[CH2:11][CH2:10]2)=[C:4]([NH2:8])[CH:5]=[N:6][CH:7]=1.[CH3:16][C:17](=O)[CH2:18][CH2:19][C:20](=O)[CH3:21]. Product: [Br:1][C:2]1[CH:7]=[N:6][CH:5]=[C:4]([N:8]2[C:20]([CH3:21])=[CH:19][CH:18]=[C:17]2[CH3:16])[C:3]=1[N:9]1[CH2:14][CH2:13][N:12]([CH3:15])[CH2:11][CH2:10]1. The catalyst class is: 15.